From a dataset of HIV replication inhibition screening data with 41,000+ compounds from the AIDS Antiviral Screen. Binary Classification. Given a drug SMILES string, predict its activity (active/inactive) in a high-throughput screening assay against a specified biological target. (1) The drug is Cc1ccc(S(=O)(=O)n2ccnc2)cc1. The result is 0 (inactive). (2) The molecule is CC=CC[PH](Cc1ccccc1)(c1ccccc1)c1ccccc1. The result is 0 (inactive). (3) The drug is CCc1c(Cc2ccccc2)n(COCC[Se]c2ccccc2)c(=O)[nH]c1=O. The result is 1 (active).